The task is: Predict the product of the given reaction.. This data is from Forward reaction prediction with 1.9M reactions from USPTO patents (1976-2016). (1) Given the reactants [CH3:1][C:2]1[CH:22]=[CH:21][CH:20]=[C:19]([CH3:23])[C:3]=1[CH2:4][N:5]1[C:13]2[C:8](=[CH:9][CH:10]=[C:11]([CH2:14][C:15]([OH:17])=[O:16])[CH:12]=2)[CH:7]([CH3:18])[CH2:6]1.FC(F)(F)C(O)=O.CC1C=CC=C(C)C=1CN1C2C(=CC=C(CC(O)=O)C=2)[C@H](C)C1, predict the reaction product. The product is: [CH3:1][C:2]1[CH:22]=[CH:21][CH:20]=[C:19]([CH3:23])[C:3]=1[CH2:4][N:5]1[C:13]2[C:8](=[CH:9][CH:10]=[C:11]([CH2:14][C:15]([OH:17])=[O:16])[CH:12]=2)[C@@H:7]([CH3:18])[CH2:6]1. (2) The product is: [N:26]1[NH:27][C:21](=[O:22])[C:5]2[CH:6]=[CH:7][CH:8]=[C:9]3[C:4]=2[C:3]=1[C:16]1[C:15]2[CH:17]=[CH:18][CH:19]=[CH:20][C:14]=2[CH2:13][CH2:12][C:11]=1[NH:10]3. Given the reactants CO[C:3]1[C:4]2[C:9]([N:10]=[C:11]3[C:16]=1[C:15]1[CH:17]=[CH:18][CH:19]=[CH:20][C:14]=1[CH2:13][CH2:12]3)=[CH:8][CH:7]=[CH:6][C:5]=2[C:21](OC)=[O:22].O.[NH2:26][NH2:27].C(OCC)(=O)C.O, predict the reaction product. (3) The product is: [CH3:30][C@H:31]1[C@@H:56]2[O:57][C@@:55]2([CH3:58])[C@@H:54]([O:7][C:5]([C@@H:3]([N:2]([C:8]([CH3:9])=[O:14])[CH3:1])[CH3:4])=[O:6])[CH2:53][C:51](=[O:52])[N:50]([CH3:60])[C:43]2=[C:44]([Cl:49])[C:45]([O:47][CH3:48])=[CH:46][C:41](=[CH:42]2)[CH2:40][C:39]([CH3:61])=[CH:38][CH:37]=[CH:36][C@@H:35]([O:62][CH3:63])[C@:34]2([OH:68])[NH:64][C:65]([O:67][C@H:32]1[CH2:33]2)=[O:66]. Given the reactants [CH3:1][N:2]([C:8](=[O:14])[CH2:9]CSSC)[C@H:3]([C:5]([OH:7])=[O:6])[CH3:4].C1(N=C=NC2CCCCC2)CCCCC1.[CH3:30][CH:31]1[CH:56]2[O:57][C:55]2([CH3:58])[CH:54](O)[CH2:53][C:51](=[O:52])[N:50]([CH3:60])[C:43]2=[C:44]([Cl:49])[C:45]([O:47][CH3:48])=[CH:46][C:41](=[CH:42]2)[CH2:40][C:39]([CH3:61])=[CH:38][CH:37]=[CH:36][CH:35]([O:62][CH3:63])[C:34]2([OH:68])[NH:64][C:65]([O:67][CH:32]1[CH2:33]2)=[O:66], predict the reaction product.